Dataset: Reaction yield outcomes from USPTO patents with 853,638 reactions. Task: Predict the reaction yield, written as a fraction of the theoretical maximum amount of product (1.0 means a 100% yield; for example, 0.34 means a 34% yield). (1) The reactants are [CH2:1]([O:8][C:9]([NH:11][CH:12]([CH2:17][C:18]1[CH:23]=[CH:22][C:21]([N+:24]([O-:26])=[O:25])=[CH:20][C:19]=1[CH3:27])[C:13]([O:15]C)=[O:14])=[O:10])[C:2]1[CH:7]=[CH:6][CH:5]=[CH:4][CH:3]=1.O.[OH-].[Li+]. The catalyst is O1CCCC1. The product is [CH2:1]([O:8][C:9]([NH:11][CH:12]([CH2:17][C:18]1[CH:23]=[CH:22][C:21]([N+:24]([O-:26])=[O:25])=[CH:20][C:19]=1[CH3:27])[C:13]([OH:15])=[O:14])=[O:10])[C:2]1[CH:3]=[CH:4][CH:5]=[CH:6][CH:7]=1. The yield is 0.480. (2) The reactants are [Cl:1][C:2]1[CH:10]=[CH:9][CH:8]=[C:7]([CH3:11])[C:3]=1[C:4]([OH:6])=[O:5].[CH3:12]O. The catalyst is S(=O)(=O)(O)O. The product is [Cl:1][C:2]1[CH:10]=[CH:9][CH:8]=[C:7]([CH3:11])[C:3]=1[C:4]([O:6][CH3:12])=[O:5]. The yield is 0.710. (3) The product is [F:1][C:2]1[CH:11]=[CH:10][C:5]2[N:6]3[CH:13]=[C:14]([C:15]([O:17][CH2:18][CH3:19])=[O:16])[N:9]=[C:7]3[S:8][C:4]=2[CH:3]=1. The yield is 0.190. No catalyst specified. The reactants are [F:1][C:2]1[CH:11]=[CH:10][C:5]2[N:6]=[C:7]([NH2:9])[S:8][C:4]=2[CH:3]=1.Br[CH2:13][C:14](=O)[C:15]([O:17][CH2:18][CH3:19])=[O:16]. (4) The reactants are Br[C:2]1[C:10]2[O:9][CH:8]=[CH:7][C:6]=2[CH:5]=[C:4]([F:11])[CH:3]=1.[OH:12][C:13]1[CH:18]=[CH:17][C:16](B(O)O)=[CH:15][CH:14]=1.C(=O)([O-])[O-].[Na+].[Na+].O1CCOCC1. The catalyst is C1C=CC(P(C2C=CC=CC=2)[C-]2C=CC=C2)=CC=1.C1C=CC(P(C2C=CC=CC=2)[C-]2C=CC=C2)=CC=1.Cl[Pd]Cl.[Fe+2].O. The product is [F:11][C:4]1[CH:3]=[C:2]([C:16]2[CH:17]=[CH:18][C:13]([OH:12])=[CH:14][CH:15]=2)[C:10]2[O:9][CH:8]=[CH:7][C:6]=2[CH:5]=1. The yield is 0.760.